Dataset: Forward reaction prediction with 1.9M reactions from USPTO patents (1976-2016). Task: Predict the product of the given reaction. (1) Given the reactants [CH2:1]([CH:5]1[N:10](C(=O)CCC2NC=NC=2)[CH2:9][CH2:8][N:7]2[CH:20]=[C:21]([C:23]3[CH:28]=[CH:27][CH:26]=[CH:25][C:24]=3[O:29][CH3:30])[N:22]=[C:6]12)[CH2:2]CC.N(C(OCC1C=CC=CC=1)=O)[C@H:32](C(O)=O)[C@H](CC)C, predict the reaction product. The product is: [CH3:30][O:29][C:24]1[CH:25]=[CH:26][CH:27]=[CH:28][C:23]=1[C:21]1[N:22]=[C:6]2[CH:5]([CH:1]([CH3:32])[CH3:2])[NH:10][CH2:9][CH2:8][N:7]2[CH:20]=1. (2) Given the reactants ClC(OCC)=O.Br.[CH3:8][CH:9]1[CH2:20][C:19]2[NH:18][CH:17]=[C:16]([C:21]([OH:23])=O)[C:15]=2[C:14]2[N:10]1[CH:11]=[CH:12][N:13]=2.[F:24][C:25]1[CH:31]=[C:30]([O:32][CH:33]([CH3:35])[CH3:34])[CH:29]=[CH:28][C:26]=1[NH2:27].C(=O)([O-])[O-].[K+].[K+], predict the reaction product. The product is: [F:24][C:25]1[CH:31]=[C:30]([O:32][CH:33]([CH3:34])[CH3:35])[CH:29]=[CH:28][C:26]=1[NH:27][C:21]([C:16]1[C:15]2[C:14]3[N:10]([CH:11]=[CH:12][N:13]=3)[CH:9]([CH3:8])[CH2:20][C:19]=2[NH:18][CH:17]=1)=[O:23].